Dataset: Forward reaction prediction with 1.9M reactions from USPTO patents (1976-2016). Task: Predict the product of the given reaction. (1) The product is: [NH2:19][C:17]1[N:18]=[C:13]([C:5]2[CH:4]=[C:3]([CH2:2][OH:1])[CH:8]=[CH:7][CH:6]=2)[CH:14]=[C:15]([NH:20][CH3:21])[N:16]=1. Given the reactants [OH:1][CH2:2][C:3]1[CH:4]=[C:5](B(O)O)[CH:6]=[CH:7][CH:8]=1.I[C:13]1[N:18]=[C:17]([NH2:19])[N:16]=[C:15]([NH:20][CH3:21])[CH:14]=1, predict the reaction product. (2) The product is: [C:33]1([CH3:39])[CH:34]=[CH:35][CH:36]=[C:37]([O:1][CH:2]([C:4]2[CH:12]=[CH:11][C:7]([C:8]([O:10][CH3:13])=[O:9])=[CH:6][CH:5]=2)[CH3:3])[CH:32]=1. Given the reactants [OH:1][CH:2]([C:4]1[CH:12]=[CH:11][C:7]([C:8]([O-:10])=[O:9])=[CH:6][CH:5]=1)[CH3:3].[C:13]1(P(C2C=CC=CC=2)C2C=CC=CC=2)C=CC=CC=1.[CH:32]1[C:37](O)=[CH:36][CH:35]=[CH:34][C:33]=1[CH3:39].CC(OC(/N=N/C(OC(C)C)=O)=O)C, predict the reaction product. (3) The product is: [CH3:2][O:3][C:4](=[O:8])[C@H:5]([CH3:7])[N:6]=[C:9]([C:10]1[CH:15]=[CH:14][CH:13]=[CH:12][CH:11]=1)[C:16]1[CH:21]=[CH:20][CH:19]=[CH:18][CH:17]=1. Given the reactants Cl.[CH3:2][O:3][C:4](=[O:8])[C@H:5]([CH3:7])[NH2:6].[C:9](=N)([C:16]1[CH:21]=[CH:20][CH:19]=[CH:18][CH:17]=1)[C:10]1[CH:15]=[CH:14][CH:13]=[CH:12][CH:11]=1, predict the reaction product. (4) Given the reactants CC1(C)C2C(=C(P(C3C=CC=CC=3)C3C=CC=CC=3)C=CC=2)OC2C(P(C3C=CC=CC=3)C3C=CC=CC=3)=CC=CC1=2.C(=O)([O-])[O-].[Cs+].[Cs+].Cl[C:50]1[CH:51]=[CH:52][C:53]2[CH2:59][N:58]([CH3:60])[CH2:57][CH:56]([CH2:61][CH2:62][C:63]([F:66])([F:65])[F:64])[O:55][C:54]=2[N:67]=1.[CH3:68][O:69][C:70]1[N:75]=[C:74]([NH2:76])[CH:73]=[CH:72][C:71]=1[C:77]1[CH:78]=[N:79][N:80]([CH3:82])[CH:81]=1, predict the reaction product. The product is: [CH3:68][O:69][C:70]1[N:75]=[C:74]([NH:76][C:50]2[CH:51]=[CH:52][C:53]3[CH2:59][N:58]([CH3:60])[CH2:57][CH:56]([CH2:61][CH2:62][C:63]([F:66])([F:65])[F:64])[O:55][C:54]=3[N:67]=2)[CH:73]=[CH:72][C:71]=1[C:77]1[CH:78]=[N:79][N:80]([CH3:82])[CH:81]=1.